From a dataset of Human liver microsome stability data. Regression/Classification. Given a drug SMILES string, predict its absorption, distribution, metabolism, or excretion properties. Task type varies by dataset: regression for continuous measurements (e.g., permeability, clearance, half-life) or binary classification for categorical outcomes (e.g., BBB penetration, CYP inhibition). Dataset: hlm. (1) The drug is CCc1nc(N)nc(N)c1-c1ccc2c(c1)N(CCNC(=O)CO)C(=O)C(C)(c1cc(F)cc(F)c1)O2. The result is 1 (stable in human liver microsomes). (2) The compound is O=C(c1ccc2[nH]ccc2c1)N1CC(=O)N(Cc2cccc(OC(F)F)c2)[C@@H](Cc2ccccc2)C1. The result is 1 (stable in human liver microsomes).